This data is from Forward reaction prediction with 1.9M reactions from USPTO patents (1976-2016). The task is: Predict the product of the given reaction. (1) The product is: [CH:1]([C:4]1[N:8]2[CH:9]=[C:10]([O:13][C:14]3[CH:15]=[CH:16][C:17]([CH2:20][C:21]([OH:25])=[O:22])=[CH:18][CH:19]=3)[CH:11]=[CH:12][C:7]2=[N:6][N:5]=1)([CH3:2])[CH3:3]. Given the reactants [CH:1]([C:4]1[N:8]2[CH:9]=[C:10]([O:13][C:14]3[CH:19]=[CH:18][C:17]([CH2:20][C:21](N)=[O:22])=[CH:16][CH:15]=3)[CH:11]=[CH:12][C:7]2=[N:6][N:5]=1)([CH3:3])[CH3:2].C(O)(C(F)(F)F)=[O:25].C1(OC)C=CC=CC=1, predict the reaction product. (2) Given the reactants [CH2:1](N=C=O)[CH2:2][CH2:3][CH2:4][CH2:5][CH2:6][N:7]=[C:8]=[O:9].N(C1CC(C)(CN=C=O)CC(C)(C)C1)=C=O.C1(N=C=O)C=CC(N=C=O)=CC=1.C1C(CC2C=CC(N=C=O)=CC=2)=CC=C(N=C=O)C=1, predict the reaction product. The product is: [NH:7]([CH:8]=[O:9])[C:6]1[CH:5]=[CH:4][CH:3]=[CH:2][CH:1]=1. (3) The product is: [C:26]([O-:27])(=[O:33])[CH3:21].[NH:1]([C:9]1[CH:18]=[C:17]2[C:12]([CH2:13][N:14]([CH2:20][C:21]3[C:22]([O:29][CH3:30])=[CH:23][CH:24]=[CH:25][C:26]=3[O:27][CH3:28])[C:15]([NH3+:19])=[N:16]2)=[CH:11][CH:10]=1)[C:2]1[CH:7]=[CH:6][CH:5]=[CH:4][CH:3]=1. Given the reactants [NH2:1][C:2]1[CH:7]=[CH:6][CH:5]=[CH:4][CH:3]=1.Br[C:9]1[CH:18]=[C:17]2[C:12]([CH2:13][N:14]([CH2:20][C:21]3[C:26]([O:27][CH3:28])=[CH:25][CH:24]=[CH:23][C:22]=3[O:29][CH3:30])[C:15]([NH2:19])=[N:16]2)=[CH:11][CH:10]=1.C([O:33]CC)C, predict the reaction product. (4) The product is: [CH3:1][C@@:2]12[C@@H:10]([OH:11])[CH2:9][CH2:8][C@H:7]1[C@@H:6]1[CH2:12][CH2:13][C:14]3[C@@:20]([CH2:21][OH:40])([C@H:5]1[CH2:4][CH2:3]2)[CH2:19][CH2:18][C:16](=[O:17])[CH:15]=3. Given the reactants [CH3:1][C@@:2]12[C@@H:10]([OH:11])[CH2:9][CH2:8][C@H:7]1[C@@H:6]1[CH2:12][CH2:13][C:14]3[C@@:20]([CH3:21])([C@H:5]1[CH2:4][CH2:3]2)[CH2:19][CH2:18][C:16](=[O:17])[CH:15]=3.C[C@@]12[C@@H]([OH:40])CC[C@H]1[C@H]1[C@@H](C3C=CC(O)=CC=3CC1)CC2, predict the reaction product. (5) The product is: [F:14][C:9]1[CH:8]=[C:7]([CH:2]([NH2:1])[C:23]([CH3:24])([OH:22])[CH3:15])[CH:12]=[CH:11][C:10]=1[F:13]. Given the reactants [NH2:1][CH:2]([C:7]1[CH:12]=[CH:11][C:10]([F:13])=[C:9]([F:14])[CH:8]=1)C(OC)=O.[CH3:15][Mg]Br.[Cl-].[NH4+].CC[O:22][CH2:23][CH3:24], predict the reaction product. (6) Given the reactants [CH3:1][O:2][N:3]=[C:4]1[C:10]2[CH:11]=[C:12]([I:15])[CH:13]=[CH:14][C:9]=2[CH2:8][CH2:7][CH2:6][CH2:5]1.C([BH3-])#N.[Na+], predict the reaction product. The product is: [I:15][C:12]1[CH:13]=[CH:14][C:9]2[CH2:8][CH2:7][CH2:6][CH2:5][CH:4]([NH:3][O:2][CH3:1])[C:10]=2[CH:11]=1. (7) Given the reactants [NH2:1][C:2]1[C:10]2[C:5](=[N:6][C:7]([CH3:15])=[CH:8][C:9]=2[C:11]([F:14])([F:13])[F:12])[S:4][C:3]=1[C:16]([OH:18])=O.CN(C(ON1N=NC2C=CC=NC1=2)=[N+](C)C)C.F[P-](F)(F)(F)(F)F.CCN(C(C)C)C(C)C.[CH3:52][C:53]1[CH:58]=[CH:57][CH:56]=[CH:55][C:54]=1[CH2:59][CH2:60][NH2:61], predict the reaction product. The product is: [NH2:1][C:2]1[C:10]2[C:5](=[N:6][C:7]([CH3:15])=[CH:8][C:9]=2[C:11]([F:12])([F:13])[F:14])[S:4][C:3]=1[C:16]([NH:61][CH2:60][CH2:59][C:54]1[CH:55]=[CH:56][CH:57]=[CH:58][C:53]=1[CH3:52])=[O:18]. (8) Given the reactants [O:1]=[C:2]1[C:11]2[C:6](=[CH:7][CH:8]=[CH:9][C:10]=2[C:12]([F:15])([F:14])[F:13])[NH:5][CH:4]=[C:3]1[C:16]([O:18]CC)=[O:17].[OH-].[Na+], predict the reaction product. The product is: [O:1]=[C:2]1[C:11]2[C:6](=[CH:7][CH:8]=[CH:9][C:10]=2[C:12]([F:15])([F:13])[F:14])[NH:5][CH:4]=[C:3]1[C:16]([OH:18])=[O:17].